From a dataset of NCI-60 drug combinations with 297,098 pairs across 59 cell lines. Regression. Given two drug SMILES strings and cell line genomic features, predict the synergy score measuring deviation from expected non-interaction effect. (1) Drug 1: CN1C(=O)N2C=NC(=C2N=N1)C(=O)N. Drug 2: CC1=C(C(=CC=C1)Cl)NC(=O)C2=CN=C(S2)NC3=CC(=NC(=N3)C)N4CCN(CC4)CCO. Cell line: MDA-MB-231. Synergy scores: CSS=7.78, Synergy_ZIP=-4.05, Synergy_Bliss=-3.93, Synergy_Loewe=-4.56, Synergy_HSA=-4.48. (2) Drug 1: CN1C2=C(C=C(C=C2)N(CCCl)CCCl)N=C1CCCC(=O)O.Cl. Drug 2: CS(=O)(=O)OCCCCOS(=O)(=O)C. Cell line: HT29. Synergy scores: CSS=7.08, Synergy_ZIP=-1.43, Synergy_Bliss=2.48, Synergy_Loewe=-5.96, Synergy_HSA=1.43. (3) Drug 1: CCC(=C(C1=CC=CC=C1)C2=CC=C(C=C2)OCCN(C)C)C3=CC=CC=C3.C(C(=O)O)C(CC(=O)O)(C(=O)O)O. Drug 2: CCC1=C2CN3C(=CC4=C(C3=O)COC(=O)C4(CC)O)C2=NC5=C1C=C(C=C5)O. Cell line: CCRF-CEM. Synergy scores: CSS=63.1, Synergy_ZIP=4.22, Synergy_Bliss=3.68, Synergy_Loewe=-38.2, Synergy_HSA=2.91. (4) Synergy scores: CSS=-4.19, Synergy_ZIP=1.13, Synergy_Bliss=-0.0918, Synergy_Loewe=-6.15, Synergy_HSA=-6.26. Cell line: PC-3. Drug 2: C(=O)(N)NO. Drug 1: CC1=C2C(C(=O)C3(C(CC4C(C3C(C(C2(C)C)(CC1OC(=O)C(C(C5=CC=CC=C5)NC(=O)OC(C)(C)C)O)O)OC(=O)C6=CC=CC=C6)(CO4)OC(=O)C)O)C)O. (5) Drug 1: CC1=C(C(CCC1)(C)C)C=CC(=CC=CC(=CC(=O)O)C)C. Drug 2: C1CNP(=O)(OC1)N(CCCl)CCCl. Cell line: COLO 205. Synergy scores: CSS=1.73, Synergy_ZIP=-0.992, Synergy_Bliss=-3.73, Synergy_Loewe=-5.29, Synergy_HSA=-5.29.